From a dataset of Forward reaction prediction with 1.9M reactions from USPTO patents (1976-2016). Predict the product of the given reaction. (1) Given the reactants [Br:1][C:2]1[CH:3]=[C:4]([NH:10][C:11]2[CH:12]=[C:13]3[C:18](=[CH:19][CH:20]=2)[CH2:17][NH:16][CH2:15][CH2:14]3)[C:5](=[O:9])[N:6]([CH3:8])[CH:7]=1.[O:21]1[CH2:24][C:23](=O)[CH2:22]1.[BH3-]C#N.[Na+], predict the reaction product. The product is: [Br:1][C:2]1[CH:3]=[C:4]([NH:10][C:11]2[CH:12]=[C:13]3[C:18](=[CH:19][CH:20]=2)[CH2:17][N:16]([CH:23]2[CH2:24][O:21][CH2:22]2)[CH2:15][CH2:14]3)[C:5](=[O:9])[N:6]([CH3:8])[CH:7]=1. (2) The product is: [CH3:1][N:2]1[CH:30]=[C:5]2[C:6]([O:21][C@@H:22]([C@H:24]3[CH2:28][NH:27][C:26](=[O:29])[CH2:25]3)[CH3:23])=[N:7][C:8]([C:10]3[CH:11]=[N:12][N:13]([CH:15]4[CH2:16][CH2:17][N:18]([CH3:31])[CH2:19][CH2:20]4)[CH:14]=3)=[CH:9][C:4]2=[N:3]1. Given the reactants [CH3:1][N:2]1[CH:30]=[C:5]2[C:6]([O:21][C@@H:22]([C@H:24]3[CH2:28][NH:27][C:26](=[O:29])[CH2:25]3)[CH3:23])=[N:7][C:8]([C:10]3[CH:11]=[N:12][N:13]([CH:15]4[CH2:20][CH2:19][NH:18][CH2:17][CH2:16]4)[CH:14]=3)=[CH:9][C:4]2=[N:3]1.[C:31]([O-])(=O)C.[Na+].C=O.C(O[BH-](OC(=O)C)OC(=O)C)(=O)C.[Na+], predict the reaction product. (3) Given the reactants [ClH:1].O1CCOCC1.[CH:8]([O:11][C:12]([C:14]1[C:23](=[O:24])[C:22]2[C:17](=[C:18]([O:43][CH3:44])[C:19]([N:26]3[CH2:31][CH2:30][CH2:29][C:28](=[C:32]([F:42])[CH2:33][NH:34]C(OC(C)(C)C)=O)[CH2:27]3)=[C:20]([F:25])[CH:21]=2)[N:16]([CH:45]2[CH2:47][CH2:46]2)[CH:15]=1)=[O:13])([CH3:10])[CH3:9], predict the reaction product. The product is: [ClH:1].[CH:8]([O:11][C:12]([C:14]1[C:23](=[O:24])[C:22]2[C:17](=[C:18]([O:43][CH3:44])[C:19]([N:26]3[CH2:31][CH2:30][CH2:29][C:28](=[C:32]([F:42])[CH2:33][NH2:34])[CH2:27]3)=[C:20]([F:25])[CH:21]=2)[N:16]([CH:45]2[CH2:46][CH2:47]2)[CH:15]=1)=[O:13])([CH3:10])[CH3:9]. (4) Given the reactants Br[C:2]1[S:6][C:5](C(N)=O)=[N:4][CH:3]=1.[CH3:10][N:11]1[C:19]2[C:14](=[CH:15][CH:16]=[CH:17][CH:18]=2)[CH:13]=[C:12]1B(O)O.P([O-])([O-])([O-])=O.[K+].[K+].[K+].CC(=O)OCC.[Cl-].[Na+].O.C[N:41](C=O)C, predict the reaction product. The product is: [CH3:10][N:11]1[C:19]2[C:14](=[CH:15][CH:16]=[CH:17][CH:18]=2)[CH:13]=[C:12]1[C:2]1[S:6][C:5]([NH2:41])=[N:4][CH:3]=1. (5) Given the reactants [N+:1]([C:4]1[CH:9]=[CH:8][CH:7]=[CH:6][C:5]=1[C:10](=NN)[CH3:11])([O-:3])=[O:2].[OH-:14].[K+].[CH2:16]([N:22]1[CH2:26][C:25](=O)[CH2:24][C:23]1=[O:28])[CH2:17][CH2:18][CH2:19][CH2:20][CH3:21], predict the reaction product. The product is: [CH2:16]([N:22]1[C:26](=[O:14])[CH:25]2[CH:24]([C:10]2([CH3:11])[C:5]2[CH:6]=[CH:7][CH:8]=[CH:9][C:4]=2[N+:1]([O-:3])=[O:2])[C:23]1=[O:28])[CH2:17][CH2:18][CH2:19][CH2:20][CH3:21].